This data is from Forward reaction prediction with 1.9M reactions from USPTO patents (1976-2016). The task is: Predict the product of the given reaction. (1) Given the reactants [Cl:1][C:2]1[CH:7]=[CH:6][CH:5]=[CH:4][C:3]=1[C@H:8]([O:10][C:11](=[O:26])[NH:12][C:13]1[C:14]([CH3:25])=[N:15][O:16][C:17]=1[C:18]1[CH:23]=[CH:22][C:21](Br)=[CH:20][CH:19]=1)[CH3:9].[CH2:27]([O:29][C:30](=[O:49])[C:31]([CH3:48])([C:33]1[CH:38]=[CH:37][C:36](B2OC(C)(C)C(C)(C)O2)=[CH:35][CH:34]=1)[CH3:32])[CH3:28], predict the reaction product. The product is: [CH2:27]([O:29][C:30](=[O:49])[C:31]([C:33]1[CH:38]=[CH:37][C:36]([C:21]2[CH:22]=[CH:23][C:18]([C:17]3[O:16][N:15]=[C:14]([CH3:25])[C:13]=3[NH:12][C:11]([O:10][C@@H:8]([C:3]3[CH:4]=[CH:5][CH:6]=[CH:7][C:2]=3[Cl:1])[CH3:9])=[O:26])=[CH:19][CH:20]=2)=[CH:35][CH:34]=1)([CH3:48])[CH3:32])[CH3:28]. (2) The product is: [Cl:11][C:12]1[C:13]([F:20])=[C:14](/[CH:15]=[C:8](/[C:5]2[CH:4]=[CH:3][C:2]([Cl:1])=[CH:7][N:6]=2)\[C:9]#[N:10])[CH:17]=[CH:18][CH:19]=1. Given the reactants [Cl:1][C:2]1[CH:3]=[CH:4][C:5]([CH2:8][C:9]#[N:10])=[N:6][CH:7]=1.[Cl:11][C:12]1[C:13]([F:20])=[C:14]([CH:17]=[CH:18][CH:19]=1)[CH:15]=O.C[O-].[Na+], predict the reaction product.